From a dataset of Forward reaction prediction with 1.9M reactions from USPTO patents (1976-2016). Predict the product of the given reaction. Given the reactants [Cl:1][C:2]1[C:7]([Cl:8])=[CH:6][CH:5]=[CH:4][C:3]=1[C:9]1[NH:13][N:12]=[N:11][N:10]=1.C(N(CC)CC)C.Br.Br[CH2:23][C:24]1[CH:25]=[N:26][CH:27]=[CH:28][CH:29]=1, predict the reaction product. The product is: [Cl:1][C:2]1[C:7]([Cl:8])=[CH:6][CH:5]=[CH:4][C:3]=1[C:9]1[N:13]([CH2:23][C:24]2[CH:25]=[N:26][CH:27]=[CH:28][CH:29]=2)[N:12]=[N:11][N:10]=1.